This data is from Reaction yield outcomes from USPTO patents with 853,638 reactions. The task is: Predict the reaction yield, written as a fraction of the theoretical maximum amount of product (1.0 means a 100% yield; for example, 0.34 means a 34% yield). (1) The reactants are C[O:2][C:3]1[N:8]=[C:7]([C:9]2[CH:10]=[N:11][C:12]([C:15]([F:18])([F:17])[F:16])=[CH:13][CH:14]=2)[CH:6]=[CH:5][N:4]=1. The catalyst is Cl.O.[OH-].[Na+]. The product is [F:18][C:15]([F:16])([F:17])[C:12]1[N:11]=[CH:10][C:9]([C:7]2[CH:6]=[CH:5][NH:4][C:3](=[O:2])[N:8]=2)=[CH:14][CH:13]=1. The yield is 0.750. (2) The reactants are C(OC([NH:11][CH:12]1[N:18]=[C:17]([C:19]2[CH:24]=[CH:23][CH:22]=[CH:21][CH:20]=2)[C:16]2[CH:25]=[CH:26][CH:27]=[CH:28][C:15]=2[N:14]([CH2:29][CH2:30][CH2:31][C:32]([F:35])([F:34])[F:33])[C:13]1=[O:36])=O)C1C=CC=CC=1. The catalyst is C(Cl)Cl. The product is [NH2:11][CH:12]1[N:18]=[C:17]([C:19]2[CH:20]=[CH:21][CH:22]=[CH:23][CH:24]=2)[C:16]2[CH:25]=[CH:26][CH:27]=[CH:28][C:15]=2[N:14]([CH2:29][CH2:30][CH2:31][C:32]([F:34])([F:33])[F:35])[C:13]1=[O:36]. The yield is 1.00. (3) The reactants are [N:1]([CH2:4][CH:5]1[CH2:10][CH2:9][C:8]2[C:11]3[C:16]([NH:17][C:18]4[CH:27]=[CH:26][C:21]5[NH:22][C:23](=[O:25])[S:24][C:20]=5[CH:19]=4)=[N:15][CH:14]=[N:13][C:12]=3[S:28][C:7]=2[CH2:6]1)=[N+]=[N-].C1(P(C2C=CC=CC=2)C2C=CC=CC=2)C=CC=CC=1.N. The catalyst is O1CCCC1. The product is [NH2:1][CH2:4][CH:5]1[CH2:10][CH2:9][C:8]2[C:11]3[C:16]([NH:17][C:18]4[CH:27]=[CH:26][C:21]5[NH:22][C:23](=[O:25])[S:24][C:20]=5[CH:19]=4)=[N:15][CH:14]=[N:13][C:12]=3[S:28][C:7]=2[CH2:6]1. The yield is 0.590. (4) The reactants are [C:1]([O:5][C:6]([N:8]1[CH2:13][CH2:12][N:11]([C:14]2[CH:15]=[CH:16][CH:17]=[C:18]3[C:22]=2[NH:21][CH:20]=[CH:19]3)[CH2:10][CH2:9]1)=[O:7])([CH3:4])([CH3:3])[CH3:2].[C:23](O[C:23]([O:25][C:26]([CH3:29])([CH3:28])[CH3:27])=[O:24])([O:25][C:26]([CH3:29])([CH3:28])[CH3:27])=[O:24]. The catalyst is C1COCC1.CN(C1C=CN=CC=1)C. The product is [C:26]([O:25][C:23]([N:21]1[C:22]2[C:18](=[CH:17][CH:16]=[CH:15][C:14]=2[N:11]2[CH2:12][CH2:13][N:8]([C:6]([O:5][C:1]([CH3:4])([CH3:2])[CH3:3])=[O:7])[CH2:9][CH2:10]2)[CH:19]=[CH:20]1)=[O:24])([CH3:29])([CH3:28])[CH3:27]. The yield is 0.930. (5) The reactants are [CH:1]([C:3]1[CH:18]=[CH:17][C:6]([O:7][C:8]2[CH:9]=[CH:10][C:11]([C:14]([NH2:16])=[O:15])=[N:12][CH:13]=2)=[CH:5][CH:4]=1)=O.[S:19]1[CH:23]=[C:22]([CH2:24][CH2:25][NH2:26])[C:21]2[CH:27]=[CH:28][CH:29]=[CH:30][C:20]1=2. No catalyst specified. The product is [S:19]1[CH:23]=[C:22]([CH2:24][CH2:25][NH:26][CH2:1][C:3]2[CH:18]=[CH:17][C:6]([O:7][C:8]3[CH:9]=[CH:10][C:11]([C:14]([NH2:16])=[O:15])=[N:12][CH:13]=3)=[CH:5][CH:4]=2)[C:21]2[CH:27]=[CH:28][CH:29]=[CH:30][C:20]1=2. The yield is 0.502.